The task is: Regression. Given two drug SMILES strings and cell line genomic features, predict the synergy score measuring deviation from expected non-interaction effect.. This data is from NCI-60 drug combinations with 297,098 pairs across 59 cell lines. (1) Drug 1: C1=CC(=CC=C1CCC2=CNC3=C2C(=O)NC(=N3)N)C(=O)NC(CCC(=O)O)C(=O)O. Drug 2: CN(C(=O)NC(C=O)C(C(C(CO)O)O)O)N=O. Cell line: M14. Synergy scores: CSS=19.4, Synergy_ZIP=-1.48, Synergy_Bliss=-3.30, Synergy_Loewe=-20.4, Synergy_HSA=-1.77. (2) Drug 1: C1CCC(C1)C(CC#N)N2C=C(C=N2)C3=C4C=CNC4=NC=N3. Drug 2: CC1=C2C(C(=O)C3(C(CC4C(C3C(C(C2(C)C)(CC1OC(=O)C(C(C5=CC=CC=C5)NC(=O)C6=CC=CC=C6)O)O)OC(=O)C7=CC=CC=C7)(CO4)OC(=O)C)O)C)OC(=O)C. Cell line: SK-MEL-2. Synergy scores: CSS=28.9, Synergy_ZIP=3.11, Synergy_Bliss=4.21, Synergy_Loewe=-50.4, Synergy_HSA=-0.0726. (3) Drug 1: CC12CCC3C(C1CCC2O)C(CC4=C3C=CC(=C4)O)CCCCCCCCCS(=O)CCCC(C(F)(F)F)(F)F. Drug 2: B(C(CC(C)C)NC(=O)C(CC1=CC=CC=C1)NC(=O)C2=NC=CN=C2)(O)O. Cell line: A498. Synergy scores: CSS=46.7, Synergy_ZIP=-1.62, Synergy_Bliss=-3.44, Synergy_Loewe=-20.7, Synergy_HSA=-3.09. (4) Drug 1: C1=CC(=CC=C1CCCC(=O)O)N(CCCl)CCCl. Drug 2: C1=NC(=NC(=O)N1C2C(C(C(O2)CO)O)O)N. Cell line: MDA-MB-435. Synergy scores: CSS=-8.69, Synergy_ZIP=-0.420, Synergy_Bliss=-4.21, Synergy_Loewe=-8.89, Synergy_HSA=-8.23. (5) Cell line: NCI-H460. Drug 2: C(CN)CNCCSP(=O)(O)O. Synergy scores: CSS=-1.69, Synergy_ZIP=-0.870, Synergy_Bliss=-3.84, Synergy_Loewe=-3.53, Synergy_HSA=-3.69. Drug 1: CN(C)C1=NC(=NC(=N1)N(C)C)N(C)C. (6) Drug 1: CCCCC(=O)OCC(=O)C1(CC(C2=C(C1)C(=C3C(=C2O)C(=O)C4=C(C3=O)C=CC=C4OC)O)OC5CC(C(C(O5)C)O)NC(=O)C(F)(F)F)O. Drug 2: CC1C(C(CC(O1)OC2CC(CC3=C2C(=C4C(=C3O)C(=O)C5=CC=CC=C5C4=O)O)(C(=O)C)O)N)O. Cell line: T-47D. Synergy scores: CSS=37.3, Synergy_ZIP=0.876, Synergy_Bliss=-0.311, Synergy_Loewe=0.0787, Synergy_HSA=1.31. (7) Drug 1: CN(C)N=NC1=C(NC=N1)C(=O)N. Drug 2: C1=CC(=CC=C1C#N)C(C2=CC=C(C=C2)C#N)N3C=NC=N3. Cell line: COLO 205. Synergy scores: CSS=-4.27, Synergy_ZIP=-0.358, Synergy_Bliss=-4.53, Synergy_Loewe=-5.70, Synergy_HSA=-6.56.